From a dataset of Forward reaction prediction with 1.9M reactions from USPTO patents (1976-2016). Predict the product of the given reaction. (1) Given the reactants [C:1]([O:5][C:6]([O:8]C([O-])=O)=O)([CH3:4])([CH3:3])[CH3:2].[NH2:12][C:13]1[CH:18]=[CH:17][N:16]=[CH:15][CH:14]=1.Br[CH2:20][CH:21]=[CH:22][CH2:23][O:24][CH2:25][O:26][CH3:27].[Cl-].[NH4+], predict the reaction product. The product is: [C:1]([O:5][C:6]([NH:12][C:13]1[CH:18]=[CH:17][N:16]=[CH:15][C:14]=1[CH2:20][CH:21]=[CH:22][CH2:23][O:24][CH2:25][O:26][CH3:27])=[O:8])([CH3:2])([CH3:3])[CH3:4]. (2) Given the reactants [Cl:1][C:2]1[N:7]2[N:8]=[C:9]([C:12]3[CH:17]=[CH:16][CH:15]=[C:14]([Cl:18])[CH:13]=3)[C:10]([CH3:11])=[C:6]2[N:5]=[C:4]([CH3:19])[C:3]=1[C@H:20]([OH:26])[C:21]([O:23][CH2:24][CH3:25])=[O:22].C(O[C:31]([CH3:34])([CH3:33])[CH3:32])(=O)C.Cl(O)(=O)(=O)=O, predict the reaction product. The product is: [C:31]([O:26][C@@H:20]([C:3]1[C:4]([CH3:19])=[N:5][C:6]2[N:7]([N:8]=[C:9]([C:12]3[CH:17]=[CH:16][CH:15]=[C:14]([Cl:18])[CH:13]=3)[C:10]=2[CH3:11])[C:2]=1[Cl:1])[C:21]([O:23][CH2:24][CH3:25])=[O:22])([CH3:34])([CH3:33])[CH3:32].